From a dataset of Forward reaction prediction with 1.9M reactions from USPTO patents (1976-2016). Predict the product of the given reaction. (1) The product is: [Br:8][C:5]1[CH:6]=[CH:7][C:2]([C:14]2[CH:13]=[CH:12][C:11]([O:10][CH3:9])=[C:16]([O:17][CH3:18])[CH:15]=2)=[N:3][CH:4]=1. Given the reactants Br[C:2]1[CH:7]=[CH:6][C:5]([Br:8])=[CH:4][N:3]=1.[CH3:9][O:10][C:11]1[CH:12]=[C:13](B(O)O)[CH:14]=[CH:15][C:16]=1[O:17][CH3:18].C(=O)([O-])[O-].[Na+].[Na+].CCCCCC, predict the reaction product. (2) Given the reactants [Cl:1][C:2]1[CH:7]=[CH:6][N:5]=[C:4]2[N:8](S(C3C=CC=CC=3)(=O)=O)[CH:9]=[C:10]([C:11](=O)/[CH:12]=[CH:13]/N(C)C)[C:3]=12.Cl.[NH2:28][C:29]([NH2:31])=[NH:30].C(=O)([O-])[O-].[K+].[K+], predict the reaction product. The product is: [Cl:1][C:2]1[CH:7]=[CH:6][N:5]=[C:4]2[NH:8][CH:9]=[C:10]([C:11]3[CH:12]=[CH:13][N:28]=[C:29]([NH2:31])[N:30]=3)[C:3]=12. (3) Given the reactants [Br:1][C:2]1[C:3](=[O:23])[N:4]2[C:8](=[C:9]([CH3:11])[CH:10]=1)[C:7](=[O:12])[CH:6](C(OCC)=O)[C:5]12[CH2:22][CH2:21][CH2:20][CH2:19][CH2:18]1.[Cl-].[Li+].O, predict the reaction product. The product is: [Br:1][C:2]1[C:3](=[O:23])[N:4]2[C:8](=[C:9]([CH3:11])[CH:10]=1)[C:7](=[O:12])[CH2:6][C:5]12[CH2:22][CH2:21][CH2:20][CH2:19][CH2:18]1. (4) Given the reactants [C:1]([N:3]=[C:4]([N:13]1[CH2:18][CH2:17][NH:16][CH2:15][CH2:14]1)[NH:5][C:6]1[CH:11]=[CH:10][CH:9]=[CH:8][C:7]=1[CH3:12])#[N:2].Cl[C:20]1[CH:29]=[N:28][C:27]2[C:22](=[CH:23][CH:24]=[CH:25][CH:26]=2)[N:21]=1.C(=O)([O-])[O-].[Cs+].[Cs+].CN(C)C=O, predict the reaction product. The product is: [C:1]([N:3]=[C:4]([N:13]1[CH2:14][CH2:15][N:16]([C:20]2[CH:29]=[N:28][C:27]3[C:22](=[CH:23][CH:24]=[CH:25][CH:26]=3)[N:21]=2)[CH2:17][CH2:18]1)[NH:5][C:6]1[CH:11]=[CH:10][CH:9]=[CH:8][C:7]=1[CH3:12])#[N:2]. (5) The product is: [C:12]([O:11][C:9]([NH:16][CH2:17][C:18](=[C:20]1[CH2:25][CH2:24][CH2:23][N:22]([C:26]2[C:35]([O:36][CH3:37])=[C:34]3[C:29]([C:30](=[O:44])[C:31]([C:41]([OH:43])=[O:42])=[CH:32][N:33]3[CH:38]3[CH2:40][CH2:39]3)=[CH:28][C:27]=2[F:45])[CH2:21]1)[F:19])=[O:10])([CH3:13])([CH3:14])[CH3:15]. Given the reactants [CH3:13][C:12]([O:11][C:9](O[C:9]([O:11][C:12]([CH3:15])([CH3:14])[CH3:13])=[O:10])=[O:10])([CH3:15])[CH3:14].[NH2:16][CH2:17][C:18](=[C:20]1[CH2:25][CH2:24][CH2:23][N:22]([C:26]2[C:35]([O:36][CH3:37])=[C:34]3[C:29]([C:30](=[O:44])[C:31]([C:41]([OH:43])=[O:42])=[CH:32][N:33]3[CH:38]3[CH2:40][CH2:39]3)=[CH:28][C:27]=2[F:45])[CH2:21]1)[F:19].CCN(CC)CC, predict the reaction product. (6) Given the reactants Br[C:2]1[CH:3]=[C:4]([C:8]2[N:13]=[C:12]([C:14]3[CH:19]=[CH:18][CH:17]=[CH:16][CH:15]=3)[CH:11]=[C:10]([C:20]3[CH:25]=[CH:24][CH:23]=[CH:22][CH:21]=3)[N:9]=2)[CH:5]=[CH:6][CH:7]=1.B([C:29]1[CH:30]=[C:31]2[C:39](=[CH:40][CH:41]=1)[N:38]([C:42]1[CH:47]=[CH:46][CH:45]=[CH:44][CH:43]=1)[C:37]1[CH:36]=[C:35]3[C:48]([CH3:56])([CH3:55])[C:49]4[C:54]([C:34]3=[CH:33][C:32]2=1)=[CH:53][CH:52]=[CH:51][CH:50]=4)(O)O.C([O-])([O-])=O.[K+].[K+], predict the reaction product. The product is: [C:20]1([C:10]2[CH:11]=[C:12]([C:14]3[CH:19]=[CH:18][CH:17]=[CH:16][CH:15]=3)[N:13]=[C:8]([C:4]3[CH:3]=[C:2]([C:29]4[CH:30]=[C:31]5[C:39](=[CH:40][CH:41]=4)[N:38]([C:42]4[CH:47]=[CH:46][CH:45]=[CH:44][CH:43]=4)[C:37]4[CH:36]=[C:35]6[C:48]([CH3:56])([CH3:55])[C:49]7[C:54]([C:34]6=[CH:33][C:32]5=4)=[CH:53][CH:52]=[CH:51][CH:50]=7)[CH:7]=[CH:6][CH:5]=3)[N:9]=2)[CH:25]=[CH:24][CH:23]=[CH:22][CH:21]=1.